This data is from Full USPTO retrosynthesis dataset with 1.9M reactions from patents (1976-2016). The task is: Predict the reactants needed to synthesize the given product. (1) Given the product [F:1][CH:2]([F:12])[O:3][C:4]1[CH:11]=[CH:10][C:7](/[CH:8]=[N:19]/[S@:17]([C:14]([CH3:16])([CH3:15])[CH3:13])=[O:18])=[CH:6][CH:5]=1, predict the reactants needed to synthesize it. The reactants are: [F:1][CH:2]([F:12])[O:3][C:4]1[CH:11]=[CH:10][C:7]([CH:8]=O)=[CH:6][CH:5]=1.[CH3:13][C:14]([S@@:17]([NH2:19])=[O:18])([CH3:16])[CH3:15]. (2) Given the product [F:23][C:20]([F:21])([F:22])[C:10]1[CH:11]=[C:12]([CH2:15][C:16]([O:18][CH3:19])=[O:17])[CH:13]=[CH:14][C:9]=1[O:8][S:26]([C:25]([F:38])([F:37])[F:24])(=[O:28])=[O:27], predict the reactants needed to synthesize it. The reactants are: C(N(CC)CC)C.[OH:8][C:9]1[CH:14]=[CH:13][C:12]([CH2:15][C:16]([O:18][CH3:19])=[O:17])=[CH:11][C:10]=1[C:20]([F:23])([F:22])[F:21].[F:24][C:25]([F:38])([F:37])[S:26](O[S:26]([C:25]([F:38])([F:37])[F:24])(=[O:28])=[O:27])(=[O:28])=[O:27]. (3) Given the product [F:41][CH:40]([F:42])[C:37]1[CH:36]=[CH:35][C:34]([CH:1]=[CH2:2])=[CH:39][N:38]=1, predict the reactants needed to synthesize it. The reactants are: [CH:1]([B-](F)(F)F)=[CH2:2].[K+].C1C=CC(P(C2C=CC=CC=2)C2C=CC=CC=2)=CC=1.C([O-])([O-])=O.[Cs+].[Cs+].Br[C:34]1[CH:35]=[CH:36][C:37]([CH:40]([F:42])[F:41])=[N:38][CH:39]=1. (4) Given the product [CH2:19]([C:3]1([C:7]([O:9][CH2:10][CH3:11])=[O:8])[CH2:4][CH2:5][CH2:6][C:2]1=[O:1])[CH2:20][CH2:21][CH2:22][CH2:23][CH3:24], predict the reactants needed to synthesize it. The reactants are: [O:1]=[C:2]1[CH2:6][CH2:5][CH2:4][CH:3]1[C:7]([O:9][CH2:10][CH3:11])=[O:8].C(=O)([O-])[O-].[K+].[K+].Br[CH2:19][CH2:20][CH2:21][CH2:22][CH2:23][CH3:24]. (5) The reactants are: [F:1][C:2]1[C:3]([CH:11]([OH:14])[CH2:12][CH3:13])=[C:4](B(O)O)[CH:5]=[CH:6][CH:7]=1.C([O-])([O-])=O.[Na+].[Na+].Cl[C:22]1[N:27]=[C:26]([CH3:28])[C:25]([CH2:29][N:30]([CH3:41])[C@@H:31]2[C:40]3[C:35](=[CH:36][CH:37]=[CH:38][CH:39]=3)[CH2:34][CH2:33][CH2:32]2)=[C:24]([O:42][CH:43]2[CH2:47][CH2:46][CH2:45][CH2:44]2)[CH:23]=1. Given the product [CH:43]1([O:42][C:24]2[C:25]([CH2:29][N:30]([CH3:41])[CH:31]3[C:40]4[C:35](=[CH:36][CH:37]=[CH:38][CH:39]=4)[CH2:34][CH2:33][CH2:32]3)=[C:26]([CH3:28])[N:27]=[C:22]([C:4]3[CH:5]=[CH:6][CH:7]=[C:2]([F:1])[C:3]=3[CH:11]([OH:14])[CH2:12][CH3:13])[CH:23]=2)[CH2:44][CH2:45][CH2:46][CH2:47]1, predict the reactants needed to synthesize it. (6) Given the product [CH:3]1([C:4]([O:6][CH2:7][CH2:8][CH2:9][CH2:10][CH2:11][CH2:12][CH:13]([CH3:15])[CH3:14])=[O:5])[CH2:16][CH2:17][CH2:18][CH2:19][CH:2]1[C:1]([O:21][CH2:22][CH2:23][CH2:24][CH2:25][CH2:26][CH2:27][CH:28]([CH3:30])[CH3:29])=[O:20], predict the reactants needed to synthesize it. The reactants are: [C:1]([O:21][CH2:22][CH2:23][CH2:24][CH2:25][CH2:26][CH2:27][CH:28]([CH3:30])[CH3:29])(=[O:20])[C:2]1[C:3](=[CH:16][CH:17]=[CH:18][CH:19]=1)[C:4]([O:6][CH2:7][CH2:8][CH2:9][CH2:10][CH2:11][CH2:12][CH:13]([CH3:15])[CH3:14])=[O:5].[H][H]. (7) The reactants are: [Cl:1][C:2]1[C:3]([CH3:27])=[CH:4][C:5]([N+:24]([O-])=O)=[C:6]([NH:8][CH:9]2[CH2:14][CH2:13][N:12]([C@H:15]3[CH2:20][CH2:19][C@H:18]([O:21][CH2:22][CH3:23])[CH2:17][CH2:16]3)[CH2:11][CH2:10]2)[CH:7]=1.O.NN. Given the product [Cl:1][C:2]1[CH:7]=[C:6]([NH:8][CH:9]2[CH2:14][CH2:13][N:12]([C@H:15]3[CH2:20][CH2:19][C@H:18]([O:21][CH2:22][CH3:23])[CH2:17][CH2:16]3)[CH2:11][CH2:10]2)[C:5]([NH2:24])=[CH:4][C:3]=1[CH3:27], predict the reactants needed to synthesize it. (8) The reactants are: [S:1]1[CH:5]=[CH:4][C:3]([C:6]2[CH:7]=[C:8]([N:12]3[C:16]4[CH:17]=[C:18]([C:20]([OH:22])=[O:21])[NH:19][C:15]=4[N:14]=[CH:13]3)[CH:9]=[CH:10][CH:11]=2)=[CH:2]1.[C:23](=O)(O)[O-].[Na+]. Given the product [S:1]1[CH:5]=[CH:4][C:3]([C:6]2[CH:7]=[C:8]([N:12]3[C:16]4[CH:17]=[C:18]([C:20]([O:22][CH3:23])=[O:21])[NH:19][C:15]=4[N:14]=[CH:13]3)[CH:9]=[CH:10][CH:11]=2)=[CH:2]1, predict the reactants needed to synthesize it.